Dataset: Reaction yield outcomes from USPTO patents with 853,638 reactions. Task: Predict the reaction yield, written as a fraction of the theoretical maximum amount of product (1.0 means a 100% yield; for example, 0.34 means a 34% yield). (1) The reactants are C(NC(C)C)(C)C.[CH2:8]([Li])[CH2:9][CH2:10][CH3:11].[C:13]([O:22][CH3:23])(=[O:21])[CH:14]([CH2:16][C:17]([O:19][CH3:20])=[O:18])[OH:15].C(Br)C=CC. The yield is 0.240. The catalyst is C1COCC1. The product is [CH3:23][O:22][C:13](=[O:21])[C@@H:14]([OH:15])[C@@H:16]([CH2:8][CH:9]=[CH:10][CH3:11])[C:17]([O:19][CH3:20])=[O:18]. (2) The reactants are [CH2:1]([N:8]1[CH2:31][CH:30]([CH:32]([OH:35])CO)[O:29][C:10]2([CH2:15][CH2:14][N:13]([C:16]([C:18]3[CH:23]=[CH:22][C:21]([O:24][CH:25]([CH3:27])[CH3:26])=[C:20]([CH3:28])[CH:19]=3)=[O:17])[CH2:12][CH2:11]2)[CH2:9]1)[C:2]1[CH:7]=[CH:6][CH:5]=[CH:4][CH:3]=1.CC([OH:40])(C)C.CC(=CC)C.[O-]Cl=O.[Na+]. The catalyst is C1COCC1.O. The product is [CH2:1]([N:8]1[CH2:31][CH:30]([C:32]([OH:40])=[O:35])[O:29][C:10]2([CH2:11][CH2:12][N:13]([C:16](=[O:17])[C:18]3[CH:23]=[CH:22][C:21]([O:24][CH:25]([CH3:26])[CH3:27])=[C:20]([CH3:28])[CH:19]=3)[CH2:14][CH2:15]2)[CH2:9]1)[C:2]1[CH:7]=[CH:6][CH:5]=[CH:4][CH:3]=1. The yield is 1.00.